Dataset: Full USPTO retrosynthesis dataset with 1.9M reactions from patents (1976-2016). Task: Predict the reactants needed to synthesize the given product. (1) The reactants are: [Cl:1][C:2]1[C:3]([O:10][CH3:11])=[C:4]([F:9])[CH:5]=[CH:6][C:7]=1[CH3:8].[Br:12]Br.[OH-].[K+].C([O-])([O-])=O.[K+].[K+].[O-]S([O-])(=S)=O.[Na+].[Na+]. Given the product [Br:12][C:6]1[CH:5]=[C:4]([F:9])[C:3]([O:10][CH3:11])=[C:2]([Cl:1])[C:7]=1[CH3:8], predict the reactants needed to synthesize it. (2) Given the product [CH3:1][C:2]1[C:6]2[CH:7]=[C:8]([C:11]3[NH:12][C:13]4[N:14]([N:18]=[CH:19][C:20]=4[C:21]4[O:22][CH:26]=[CH:27][N:23]=4)[C:15](=[O:17])[CH:16]=3)[CH:9]=[CH:10][C:5]=2[O:4][N:3]=1, predict the reactants needed to synthesize it. The reactants are: [CH3:1][C:2]1[C:6]2[CH:7]=[C:8]([C:11]3[NH:12][C:13]4[N:14]([N:18]=[CH:19][C:20]=4[C:21]([NH2:23])=[O:22])[C:15](=[O:17])[CH:16]=3)[CH:9]=[CH:10][C:5]=2[O:4][N:3]=1.CN1C(=O)C[CH2:27][CH2:26]1.BrCC(OCC)OCC. (3) The reactants are: [C:1]1([Li])[CH:6]=[CH:5][CH:4]=[CH:3][CH:2]=1.C1CCCCC1.C(OCC)C.[N:19]1[CH:24]=[CH:23][CH:22]=[CH:21][C:20]=1[C:25]1[CH:30]=[CH:29][CH:28]=[CH:27][N:26]=1.C(OCC)C. Given the product [C:1]1([C:27]2[N:26]=[C:25]([C:20]3[CH:21]=[CH:22][CH:23]=[CH:24][N:19]=3)[CH:30]=[CH:29][CH:28]=2)[CH:6]=[CH:5][CH:4]=[CH:3][CH:2]=1, predict the reactants needed to synthesize it. (4) Given the product [CH2:14]1[C:13]2[CH:12]=[CH:11][C:10]([NH:21][C:22](=[O:31])[O:23][CH2:24][C:25]3[CH:30]=[CH:29][CH:28]=[CH:27][CH:26]=3)=[CH:9][C:8]=2[CH2:7][CH2:6][S:32][CH2:15]1, predict the reactants needed to synthesize it. The reactants are: CS(O[CH2:6][CH2:7][C:8]1[CH:9]=[C:10]([NH:21][C:22](=[O:31])[O:23][CH2:24][C:25]2[CH:30]=[CH:29][CH:28]=[CH:27][CH:26]=2)[CH:11]=[CH:12][C:13]=1[CH2:14][CH2:15]OS(C)(=O)=O)(=O)=O.[S-2:32].[Na+].[Na+]. (5) Given the product [C:7]([N:10]1[CH2:15][CH:14]([C:16]2[CH:21]=[CH:20][C:19]([CH2:22][CH:23]([F:24])[F:25])=[CH:18][CH:17]=2)[CH2:13][CH:12]([C:26]([OH:28])=[O:27])[CH2:11]1)(=[O:9])[CH3:8], predict the reactants needed to synthesize it. The reactants are: CC(C)([O-])C.[K+].[C:7]([N:10]1[CH2:15][CH:14]([C:16]2[CH:21]=[CH:20][C:19]([CH2:22][CH:23]([F:25])[F:24])=[CH:18][CH:17]=2)[CH2:13][CH:12]([C:26]([O:28]C)=[O:27])[CH2:11]1)(=[O:9])[CH3:8]. (6) Given the product [CH2:1]([O:5][CH2:6][CH2:7][O:8][C:9]1[CH:10]=[CH:11][C:12]([C:15]2[CH:16]=[CH:17][C:18]3[N:24]([C:25](=[O:30])[C:26]([F:29])([F:28])[F:27])[CH2:23][CH2:22][C:21]([C:31]([NH:33][C:34]4[CH:39]=[CH:38][C:37]([CH:40]([OH:48])[C:41]5[CH:46]=[CH:45][CH:44]=[C:43]([CH3:47])[N+:42]=5[O-:58])=[CH:36][CH:35]=4)=[O:32])=[CH:20][C:19]=3[CH:49]=2)=[CH:13][CH:14]=1)[CH2:2][CH2:3][CH3:4], predict the reactants needed to synthesize it. The reactants are: [CH2:1]([O:5][CH2:6][CH2:7][O:8][C:9]1[CH:14]=[CH:13][C:12]([C:15]2[CH:16]=[CH:17][C:18]3[N:24]([C:25](=[O:30])[C:26]([F:29])([F:28])[F:27])[CH2:23][CH2:22][C:21]([C:31]([NH:33][C:34]4[CH:39]=[CH:38][C:37]([CH:40]([OH:48])[C:41]5[CH:46]=[CH:45][CH:44]=[C:43]([CH3:47])[N:42]=5)=[CH:36][CH:35]=4)=[O:32])=[CH:20][C:19]=3[CH:49]=2)=[CH:11][CH:10]=1)[CH2:2][CH2:3][CH3:4].ClC1C=CC=C(C(OO)=[O:58])C=1.S([O-])([O-])(=O)=S.[Na+].[Na+].